Dataset: Serine/threonine kinase 33 screen with 319,792 compounds. Task: Binary Classification. Given a drug SMILES string, predict its activity (active/inactive) in a high-throughput screening assay against a specified biological target. (1) The drug is S=C(NNC(=O)c1c2c(nc(c1)c1cc(OCC)ccc1)cccc2)NCC. The result is 0 (inactive). (2) The result is 0 (inactive). The drug is S(=O)(=O)(N(c1c(cccc1)C(=O)NCC(O)=O)CC=C)c1c(cccc1)C. (3) The drug is O=C(NCC(=O)Nc1c(CC)cccc1)c1cc(nc2n(ncc12)C(C)C)C1CC1. The result is 0 (inactive). (4) The drug is Fc1ccc(N(C(C(=O)NCC2OCCC2)c2ccccc2)C(=O)CNC(=O)c2occc2)cc1. The result is 0 (inactive).